From a dataset of Full USPTO retrosynthesis dataset with 1.9M reactions from patents (1976-2016). Predict the reactants needed to synthesize the given product. (1) Given the product [C:1]([Si:5]([C:27]1[CH:32]=[CH:31][CH:30]=[CH:29][CH:28]=1)([C:21]1[CH:22]=[CH:23][CH:24]=[CH:25][CH:26]=1)[O:6][CH2:7][CH2:8][C@@H:9]([C:10](=[O:12])[N:35]([O:36][CH3:37])[CH3:34])[CH2:17][C:18]([O:20][C:42]([CH3:41])([CH3:43])[CH3:48])=[O:19])([CH3:4])([CH3:2])[CH3:3], predict the reactants needed to synthesize it. The reactants are: [C:1]([Si:5]([C:27]1[CH:32]=[CH:31][CH:30]=[CH:29][CH:28]=1)([C:21]1[CH:26]=[CH:25][CH:24]=[CH:23][CH:22]=1)[O:6][CH2:7][CH2:8][C@H:9]([CH2:17][C:18]([O-:20])=[O:19])[C:10]([O:12]C(C)(C)C)=O)([CH3:4])([CH3:3])[CH3:2].Cl.[CH3:34][NH:35][O:36][CH3:37].C1C=C[C:41]2N(O)N=N[C:42]=2[CH:43]=1.[CH3:48]CN=C=NCCCN(C)C.Cl. (2) Given the product [Br:1][C:2]1[CH:3]=[C:4]2[C:9](=[CH:10][CH:11]=1)[N:8]=[CH:7][C:6]([C:12](=[O:15])[CH2:13][CH3:14])=[C:5]2[NH:25][C:24]1[CH:23]=[CH:22][C:21]([CH2:20][N:18]([CH3:19])[CH3:17])=[CH:27][CH:26]=1, predict the reactants needed to synthesize it. The reactants are: [Br:1][C:2]1[CH:3]=[C:4]2[C:9](=[CH:10][CH:11]=1)[N:8]=[CH:7][C:6]([C:12](=[O:15])[CH2:13][CH3:14])=[C:5]2Cl.[CH3:17][N:18]([CH2:20][C:21]1[CH:27]=[CH:26][C:24]([NH2:25])=[CH:23][CH:22]=1)[CH3:19].